Predict the product of the given reaction. From a dataset of Forward reaction prediction with 1.9M reactions from USPTO patents (1976-2016). Given the reactants [Cl:1][C:2]1[C:3]2[CH:10]=[C:9](I)[N:8](S(C3C=CC=CC=3)(=O)=O)[C:4]=2[N:5]=[CH:6][N:7]=1.[CH3:21][N:22]1[CH:26]=[C:25](B2OC(C)(C)C(C)(C)O2)[CH:24]=[N:23]1.C([O-])([O-])=O.[Na+].[Na+], predict the reaction product. The product is: [Cl:1][C:2]1[C:3]2[CH:10]=[C:9]([C:25]3[CH:24]=[N:23][N:22]([CH3:21])[CH:26]=3)[NH:8][C:4]=2[N:5]=[CH:6][N:7]=1.